Dataset: Forward reaction prediction with 1.9M reactions from USPTO patents (1976-2016). Task: Predict the product of the given reaction. (1) Given the reactants C(OC([N:8]1[CH2:13][CH2:12][CH:11]([O:14][CH2:15][C:16]2[N:20]=[C:19]([C:21]3[CH:26]=[CH:25][N:24]=[C:23]([C:27]#[N:28])[CH:22]=3)[O:18][N:17]=2)[CH2:10][CH2:9]1)=O)(C)(C)C.C[Si](I)(C)C.CO.S([O-])([O-])(=O)=S.[Na+].[Na+], predict the reaction product. The product is: [NH:8]1[CH2:13][CH2:12][CH:11]([O:14][CH2:15][C:16]2[N:20]=[C:19]([C:21]3[CH:26]=[CH:25][N:24]=[C:23]([C:27]#[N:28])[CH:22]=3)[O:18][N:17]=2)[CH2:10][CH2:9]1. (2) Given the reactants [OH:1][C@@:2]1([C:9]#[C:10][C:11]2[CH:16]=[CH:15][N:14]=[C:13]([N:17]3[C:25]4[CH2:24][CH2:23][NH:22][CH2:21][C:20]=4[C:19](C(N)=O)=[N:18]3)[CH:12]=2)[CH2:6][CH2:5][N:4]([CH3:7])[C:3]1=[O:8].CC[N:31]([CH:35](C)C)C(C)C.Cl[C:39]([O:41][CH2:42][CH3:43])=[O:40].C1C[O:47]CC1, predict the reaction product. The product is: [C:35]([N:18]1[CH2:19][C:20]2[CH2:21][N:22]([C:39]([O:41][CH2:42][CH3:43])=[O:40])[CH2:23][CH2:24][C:25]=2[N:17]1[C:13]1[CH:12]=[C:11]([C:10]#[C:9][C@:2]2([OH:1])[CH2:6][CH2:5][N:4]([CH3:7])[C:3]2=[O:8])[CH:16]=[CH:15][N:14]=1)(=[O:47])[NH2:31]. (3) Given the reactants [CH:1]1([S:5]([C:8]2[CH:16]=[CH:15][CH:14]=[CH:13][C:9]=2[C:10]([NH2:12])=O)(=[O:7])=[O:6])[CH2:4][CH2:3][CH2:2]1.B.C1COCC1.[ClH:23], predict the reaction product. The product is: [ClH:23].[CH:1]1([S:5]([C:8]2[CH:16]=[CH:15][CH:14]=[CH:13][C:9]=2[CH2:10][NH2:12])(=[O:7])=[O:6])[CH2:4][CH2:3][CH2:2]1. (4) Given the reactants [C:1]([Cu])#[N:2].P(OC)(OC)O[CH3:6].C(OC([N:18]1[C:22]2=NC=C(C3C=CSC=3)C=[C:21]2[C:20]([CH2:32][Cl:33])=[CH:19]1)=O)(C)(C)C.O, predict the reaction product. The product is: [Cl:33][C:32]1[CH:6]=[CH:1][N:2]=[C:19]2[C:20]=1[CH:21]=[CH:22][NH:18]2. (5) Given the reactants C(OC([N:8]1[CH2:13][CH2:12][C:11]2[N:14]([CH3:38])[C:15]([C:31]3[CH:36]=[CH:35][N:34]=[C:33]([NH2:37])[N:32]=3)=[C:16]([C:17]3[CH:22]=[CH:21][CH:20]=[C:19]([O:23][C:24]([C:26]4[S:27][CH:28]=[CH:29][CH:30]=4)=[O:25])[CH:18]=3)[C:10]=2[C:9]1=[O:39])=O)(C)(C)C.Cl, predict the reaction product. The product is: [NH2:37][C:33]1[N:32]=[C:31]([C:15]2[N:14]([CH3:38])[C:11]3[CH2:12][CH2:13][NH:8][C:9](=[O:39])[C:10]=3[C:16]=2[C:17]2[CH:18]=[C:19]([O:23][C:24]([C:26]3[S:27][CH:28]=[CH:29][CH:30]=3)=[O:25])[CH:20]=[CH:21][CH:22]=2)[CH:36]=[CH:35][N:34]=1.